This data is from Catalyst prediction with 721,799 reactions and 888 catalyst types from USPTO. The task is: Predict which catalyst facilitates the given reaction. (1) Reactant: [C:1]([N:4]1[C:8]([CH3:9])=[C:7]([CH2:10][C:11]2[CH:16]=[CH:15][C:14]([CH3:17])=[C:13]([F:18])[CH:12]=2)[C:6](=[O:19])[NH:5]1)(=[O:3])[CH3:2].C(=O)([O-])[O-].[K+].[K+].[C:26]([O:32][C@@H:33]1[C@@H:38]([O:39][C:40](=[O:45])[C:41]([CH3:44])([CH3:43])[CH3:42])[C@H:37]([O:46][C:47](=[O:52])[C:48]([CH3:51])([CH3:50])[CH3:49])[C@@H:36]([CH2:53][O:54][C:55](=[O:60])[C:56]([CH3:59])([CH3:58])[CH3:57])[O:35][C@@H:34]1Br)(=[O:31])[C:27]([CH3:30])([CH3:29])[CH3:28]. Product: [C:1]([N:4]1[C:8]([CH3:9])=[C:7]([CH2:10][C:11]2[CH:16]=[CH:15][C:14]([CH3:17])=[C:13]([F:18])[CH:12]=2)[C:6]([O:19][C@@H:34]2[O:35][C@H:36]([CH2:53][O:54][C:55](=[O:60])[C:56]([CH3:59])([CH3:58])[CH3:57])[C@@H:37]([O:46][C:47](=[O:52])[C:48]([CH3:49])([CH3:50])[CH3:51])[C@H:38]([O:39][C:40](=[O:45])[C:41]([CH3:42])([CH3:43])[CH3:44])[C@H:33]2[O:32][C:26](=[O:31])[C:27]([CH3:30])([CH3:28])[CH3:29])=[N:5]1)(=[O:3])[CH3:2]. The catalyst class is: 783. (2) Reactant: [C:9](O[C:9]([O:11][C:12]([CH3:15])([CH3:14])[CH3:13])=[O:10])([O:11][C:12]([CH3:15])([CH3:14])[CH3:13])=[O:10].[CH3:16][N:17](C)C=O.[CH:21]1([CH2:24][N:25]2[CH:33]=[N:32][C:31]3[C:26]2=[N:27][C:28]([C:40]2[CH:41]=[N:42][C:43](NC)=[N:44][CH:45]=2)=[N:29][C:30]=3[N:34]2[CH2:39][CH2:38][O:37][CH2:36][CH2:35]2)[CH2:23][CH2:22]1. Product: [C:12]([O:11][C:9](=[O:10])[NH:17][CH2:16][C:43]1[N:42]=[CH:41][C:40]([C:28]2[N:27]=[C:26]3[C:31]([N:32]=[CH:33][N:25]3[CH2:24][CH:21]3[CH2:23][CH2:22]3)=[C:30]([N:34]3[CH2:35][CH2:36][O:37][CH2:38][CH2:39]3)[N:29]=2)=[CH:45][N:44]=1)([CH3:13])([CH3:14])[CH3:15]. The catalyst class is: 768. (3) Reactant: [OH:1][C:2]1[CH:7]=[CH:6][C:5]([C:8](=[O:10])[CH3:9])=[CH:4][CH:3]=1.C(=O)([O-])[O-].[K+].[K+].Cl[C:18]1[N:23]=[C:22]([N:24]2[CH2:29][CH2:28][O:27][CH2:26][CH2:25]2)[N:21]=[C:20]([N:30]2[C:34]3[CH:35]=[CH:36][CH:37]=[CH:38][C:33]=3[N:32]=[C:31]2[CH:39]([F:41])[F:40])[N:19]=1.O. Product: [F:41][CH:39]([F:40])[C:31]1[N:30]([C:20]2[N:21]=[C:22]([N:24]3[CH2:25][CH2:26][O:27][CH2:28][CH2:29]3)[N:23]=[C:18]([O:1][C:2]3[CH:7]=[CH:6][C:5]([C:8](=[O:10])[CH3:9])=[CH:4][CH:3]=3)[N:19]=2)[C:34]2[CH:35]=[CH:36][CH:37]=[CH:38][C:33]=2[N:32]=1. The catalyst class is: 695. (4) Reactant: [BH4-].[Li+].[F:3][C:4]1[C:9]([F:10])=[CH:8][CH:7]=[CH:6][C:5]=1[C@:11]([NH:22][S@@:23]([C:25]([CH3:28])([CH3:27])[CH3:26])=[O:24])([CH2:20][F:21])[CH2:12][C:13](OC(C)(C)C)=[O:14].CO. Product: [F:3][C:4]1[C:9]([F:10])=[CH:8][CH:7]=[CH:6][C:5]=1[C@@:11]([NH:22][S@@:23]([C:25]([CH3:28])([CH3:27])[CH3:26])=[O:24])([CH2:12][CH2:13][OH:14])[CH2:20][F:21]. The catalyst class is: 1. (5) Reactant: Cl[C:2]1[C:11]2[C:6](=[C:7]([C:12]#[N:13])[CH:8]=[CH:9][CH:10]=2)[N:5]=[CH:4][CH:3]=1.[NH2:14][CH:15]1[CH:19]([C:20]2[CH:25]=[CH:24][C:23]([F:26])=[CH:22][CH:21]=2)[CH2:18][N:17]([C:27]([O:29][C:30]([CH3:33])([CH3:32])[CH3:31])=[O:28])[CH2:16]1.C([O-])([O-])=O.[K+].[K+]. Product: [C:30]([O:29][C:27]([N:17]1[CH2:18][CH:19]([C:20]2[CH:21]=[CH:22][C:23]([F:26])=[CH:24][CH:25]=2)[CH:15]([NH:14][C:2]2[C:11]3[C:6](=[C:7]([C:12]#[N:13])[CH:8]=[CH:9][CH:10]=3)[N:5]=[CH:4][CH:3]=2)[CH2:16]1)=[O:28])([CH3:33])([CH3:31])[CH3:32]. The catalyst class is: 3.